From a dataset of Forward reaction prediction with 1.9M reactions from USPTO patents (1976-2016). Predict the product of the given reaction. (1) Given the reactants FC(F)(F)C(O)=O.[CH3:8][CH:9]([O:11][C:12]1[CH:19]=[CH:18][C:17]([C:20]2[O:24][N:23]=[C:22]([C:25]3[CH:34]=[CH:33][CH:32]=[C:31]4[C:26]=3[CH2:27][CH2:28][NH:29][CH2:30]4)[N:21]=2)=[CH:16][C:13]=1[C:14]#[N:15])[CH3:10].C(=O)([O-])[O-].[K+].[K+].Br[CH2:42][C:43]([O:45][C:46]([CH3:49])([CH3:48])[CH3:47])=[O:44], predict the reaction product. The product is: [C:14]([C:13]1[CH:16]=[C:17]([C:20]2[O:24][N:23]=[C:22]([C:25]3[CH:34]=[CH:33][CH:32]=[C:31]4[C:26]=3[CH2:27][CH2:28][N:29]([CH2:42][C:43]([O:45][C:46]([CH3:49])([CH3:48])[CH3:47])=[O:44])[CH2:30]4)[N:21]=2)[CH:18]=[CH:19][C:12]=1[O:11][CH:9]([CH3:8])[CH3:10])#[N:15]. (2) Given the reactants [C:1]([O:5][C:6](=[O:13])[CH:7]([CH:10]1[CH2:12][CH2:11]1)[CH2:8][NH2:9])([CH3:4])([CH3:3])[CH3:2].C[O:15][C:16]([C:18]1[N:19]=[C:20](C#N)[C:21]2[C:26]([C:27]=1[OH:28])=[CH:25][CH:24]=[C:23]([O:29][C:30]1[CH:35]=[CH:34][CH:33]=[CH:32][C:31]=1[F:36])[CH:22]=2)=O.C1CCN2[C:42](=[N:43]CCC2)CC1, predict the reaction product. The product is: [C:1]([O:5][C:6](=[O:13])[CH:7]([CH:10]1[CH2:12][CH2:11]1)[CH2:8][NH:9][C:16]([C:18]1[N:19]=[CH:20][C:21]2[C:26]([C:27]=1[OH:28])=[CH:25][CH2:24][C:23]([C:42]#[N:43])([O:29][C:30]1[CH:35]=[CH:34][CH:33]=[CH:32][C:31]=1[F:36])[CH:22]=2)=[O:15])([CH3:4])([CH3:2])[CH3:3]. (3) Given the reactants [O:1]1C2C=CC=CC=2C=[C:2]1C1C=CC=CC=1C1N(C)N=C(C(O)=O)C=1C.[N:26]1([CH2:33][CH2:34][OH:35])[CH2:32][CH2:31][CH2:30][NH:29][CH2:28][CH2:27]1.C1CCC(N=C=NC2CCCCC2)CC1, predict the reaction product. The product is: [OH:35][CH2:34][CH2:33][N:26]1[CH2:32][CH2:31][CH2:30][N:29]([CH:2]=[O:1])[CH2:28][CH2:27]1. (4) Given the reactants [CH:1]1([CH2:4][O:5][C:6]2[CH:11]=[C:10]([F:12])[CH:9]=[CH:8][C:7]=2[C:13]2[C:14]3[N:21]([CH2:22][O:23][CH2:24][CH2:25][Si:26]([CH3:29])([CH3:28])[CH3:27])[C:20]([CH3:30])=[C:19]([C:31]([OH:33])=O)[C:15]=3[N:16]=[CH:17][N:18]=2)[CH2:3][CH2:2]1.[NH2:34][C@@H:35]1[CH2:39][CH2:38][N:37]([C:40]([O:42][C:43]([CH3:46])([CH3:45])[CH3:44])=[O:41])[CH2:36]1, predict the reaction product. The product is: [CH:1]1([CH2:4][O:5][C:6]2[CH:11]=[C:10]([F:12])[CH:9]=[CH:8][C:7]=2[C:13]2[C:14]3[N:21]([CH2:22][O:23][CH2:24][CH2:25][Si:26]([CH3:28])([CH3:27])[CH3:29])[C:20]([CH3:30])=[C:19]([C:31]([NH:34][C@@H:35]4[CH2:39][CH2:38][N:37]([C:40]([O:42][C:43]([CH3:46])([CH3:45])[CH3:44])=[O:41])[CH2:36]4)=[O:33])[C:15]=3[N:16]=[CH:17][N:18]=2)[CH2:3][CH2:2]1. (5) Given the reactants [CH3:1][N:2]1[CH2:7][CH2:6][CH2:5][CH2:4][CH:3]1[C:8]([OH:10])=O.ClC1N=NN=C(Cl)C=1.[NH2:19][C@H:20]([C:37](=[O:50])[NH:38][C:39]1[S:40][CH:41]=[C:42]([C:44]2[CH:49]=[CH:48][CH:47]=[CH:46][CH:45]=2)[N:43]=1)[CH2:21][CH2:22][CH2:23][CH2:24][NH:25][S:26]([NH:29][C:30](=[O:36])[O:31][C:32]([CH3:35])([CH3:34])[CH3:33])(=[O:28])=[O:27].CN1CCOCC1, predict the reaction product. The product is: [CH3:1][N:2]1[CH2:7][CH2:6][CH2:5][CH2:4][CH:3]1[C:8]([NH:19][C@H:20]([C:37](=[O:50])[NH:38][C:39]1[S:40][CH:41]=[C:42]([C:44]2[CH:49]=[CH:48][CH:47]=[CH:46][CH:45]=2)[N:43]=1)[CH2:21][CH2:22][CH2:23][CH2:24][NH:25][S:26]([NH:29][C:30](=[O:36])[O:31][C:32]([CH3:35])([CH3:34])[CH3:33])(=[O:27])=[O:28])=[O:10]. (6) Given the reactants [N+:1]([O-:4])(O)=[O:2].[C:5]1([O:13][CH3:14])[C:6](=[CH:9][CH:10]=[CH:11][CH:12]=1)[O:7][CH3:8], predict the reaction product. The product is: [N+:1]([C:11]1[CH:10]=[CH:9][C:6]([O:7][CH3:8])=[C:5]([O:13][CH3:14])[CH:12]=1)([O-:4])=[O:2].